Dataset: Full USPTO retrosynthesis dataset with 1.9M reactions from patents (1976-2016). Task: Predict the reactants needed to synthesize the given product. (1) Given the product [C:27]([Si:31]([CH3:33])([CH3:32])[O:1][CH:2]([CH2:20][CH3:21])[C:3]([N:5]1[CH2:10][CH2:9][C:8]2[N:11]=[C:12]([C:14]3[CH:19]=[CH:18][CH:17]=[CH:16][CH:15]=3)[O:13][C:7]=2[CH2:6]1)=[O:4])([CH3:30])([CH3:29])[CH3:28], predict the reactants needed to synthesize it. The reactants are: [OH:1][CH:2]([CH2:20][CH3:21])[C:3]([N:5]1[CH2:10][CH2:9][C:8]2[N:11]=[C:12]([C:14]3[CH:19]=[CH:18][CH:17]=[CH:16][CH:15]=3)[O:13][C:7]=2[CH2:6]1)=[O:4].N1C=CN=C1.[C:27]([Si:31](Cl)([CH3:33])[CH3:32])([CH3:30])([CH3:29])[CH3:28].C(Cl)Cl. (2) Given the product [Cl:29][C:24]1[CH:23]=[C:22]([C:5]2[C:4]([C:1]([NH2:2])=[O:3])=[C:8]3[CH2:9][NH:10][C:11]4([CH2:14][CH2:13]4)[CH2:12][N:7]3[N:6]=2)[CH:27]=[CH:26][C:25]=1[F:28], predict the reactants needed to synthesize it. The reactants are: [C:1]([C:4]1[C:5]([C:22]2[CH:27]=[CH:26][C:25]([F:28])=[C:24]([Cl:29])[CH:23]=2)=[N:6][N:7]2[CH2:12][C:11]3([CH2:14][CH2:13]3)[N:10](C(OC(C)(C)C)=O)[CH2:9][C:8]=12)(=[O:3])[NH2:2].C(O)(C(F)(F)F)=O. (3) Given the product [CH2:3]([O:5][C:6]([C:8]1([CH2:23][C:24]2[CH:29]=[CH:28][CH:27]=[CH:26][C:25]=2[Br:16])[C:13](=[O:14])[CH2:12][CH2:11][N:10]([CH3:15])[CH2:9]1)=[O:7])[CH3:4], predict the reactants needed to synthesize it. The reactants are: [H-].[Na+].[CH2:3]([O:5][C:6]([CH:8]1[C:13](=[O:14])[CH2:12][CH2:11][N:10]([CH3:15])[CH2:9]1)=[O:7])[CH3:4].[Br-:16].BrC1C=CC=CC=1[N+]([CH2:23][C:24]1[CH:29]=[CH:28][CH:27]=[CH:26][CH:25]=1)(C)C. (4) Given the product [C:1]([O:5][C:6]([N:8]1[CH2:13][CH2:12][N:11]([C:14]2[C:19]([NH2:20])=[C:18]([C:27]#[C:26][Si:22]([CH3:25])([CH3:24])[CH3:23])[N:17]=[CH:16][N:15]=2)[CH2:10][CH2:9]1)=[O:7])([CH3:4])([CH3:3])[CH3:2], predict the reactants needed to synthesize it. The reactants are: [C:1]([O:5][C:6]([N:8]1[CH2:13][CH2:12][N:11]([C:14]2[C:19]([NH2:20])=[C:18](Cl)[N:17]=[CH:16][N:15]=2)[CH2:10][CH2:9]1)=[O:7])([CH3:4])([CH3:3])[CH3:2].[Si:22]([C:26]#[CH:27])([CH3:25])([CH3:24])[CH3:23]. (5) Given the product [C:27]([N:30]1[CH2:35][CH2:34][N:33]([C:17]2[CH:22]=[CH:21][C:20]([N+:23]([O-:25])=[O:24])=[CH:19][C:18]=2[CH3:26])[CH2:32][CH2:31]1)(=[O:29])[CH3:28], predict the reactants needed to synthesize it. The reactants are: F[B-](F)(F)F.C([N+]1C=CN(C)C=1)CCC.F[C:17]1[CH:22]=[CH:21][C:20]([N+:23]([O-:25])=[O:24])=[CH:19][C:18]=1[CH3:26].[C:27]([N:30]1[CH2:35][CH2:34][NH:33][CH2:32][CH2:31]1)(=[O:29])[CH3:28].